Task: Predict the product of the given reaction.. Dataset: Forward reaction prediction with 1.9M reactions from USPTO patents (1976-2016) (1) Given the reactants [Cl:1][C:2]1[CH:7]=[C:6]([Cl:8])[CH:5]=[CH:4][C:3]=1[C:9]1[N:10]=[C:11]([CH2:16][C:17]2[CH:22]=[CH:21][C:20]([C:23]3[CH:28]=[CH:27][C:26]([OH:29])=[CH:25][CH:24]=3)=[CH:19][CH:18]=2)[N:12]([CH2:14][CH3:15])[CH:13]=1.F[C:31]1[CH:32]=[CH:33][C:34]([C:41]([F:44])([F:43])[F:42])=[C:35]([CH:40]=1)[C:36]([O:38][CH3:39])=[O:37], predict the reaction product. The product is: [CH3:39][O:38][C:36](=[O:37])[C:35]1[CH:40]=[C:31]([O:29][C:26]2[CH:25]=[CH:24][C:23]([C:20]3[CH:21]=[CH:22][C:17]([CH2:16][C:11]4[N:12]([CH2:14][CH3:15])[CH:13]=[C:9]([C:3]5[CH:4]=[CH:5][C:6]([Cl:8])=[CH:7][C:2]=5[Cl:1])[N:10]=4)=[CH:18][CH:19]=3)=[CH:28][CH:27]=2)[CH:32]=[CH:33][C:34]=1[C:41]([F:42])([F:44])[F:43]. (2) Given the reactants [CH3:1][O:2][C:3](=[O:17])[C:4]1[CH:9]=[C:8]([C:10]([F:13])([F:12])[F:11])[C:7]([OH:14])=[CH:6][C:5]=1[O:15][CH3:16].C1C=CC(N([S:25]([C:28]([F:31])([F:30])[F:29])(=[O:27])=[O:26])[S:25]([C:28]([F:31])([F:30])[F:29])(=[O:27])=[O:26])=CC=1.C(N(CC)C(C)C)(C)C, predict the reaction product. The product is: [CH3:1][O:2][C:3](=[O:17])[C:4]1[CH:9]=[C:8]([C:10]([F:13])([F:12])[F:11])[C:7]([O:14][S:25]([C:28]([F:31])([F:30])[F:29])(=[O:27])=[O:26])=[CH:6][C:5]=1[O:15][CH3:16]. (3) Given the reactants CS(C)=O.C(Cl)(=O)C(Cl)=O.[C:11]([O:15][C:16]([N:18]1[CH2:23][CH:22]=[C:21]([CH2:24][CH2:25][OH:26])[C:20]([CH3:28])([CH3:27])[CH2:19]1)=[O:17])([CH3:14])([CH3:13])[CH3:12].C(N(CC)CC)C.[Cl-].[NH4+], predict the reaction product. The product is: [C:11]([O:15][C:16]([N:18]1[CH2:23][CH:22]=[C:21]([CH2:24][CH:25]=[O:26])[C:20]([CH3:28])([CH3:27])[CH2:19]1)=[O:17])([CH3:14])([CH3:13])[CH3:12]. (4) Given the reactants O.[OH-].[Na+].C([O:6][C:7]([C:9]1[CH:10]=[N:11][N:12]([C:14]2[CH:19]=[CH:18][C:17]([C:20]([F:23])([F:22])[F:21])=[CH:16][N:15]=2)[CH:13]=1)=[O:8])C.Cl, predict the reaction product. The product is: [F:23][C:20]([F:21])([F:22])[C:17]1[CH:18]=[CH:19][C:14]([N:12]2[CH:13]=[C:9]([C:7]([OH:8])=[O:6])[CH:10]=[N:11]2)=[N:15][CH:16]=1. (5) Given the reactants [CH3:1][C:2]1[CH:7]=[C:6]([C:8]#[C:9][Si](C)(C)C)[CH:5]=[CH:4][N:3]=1.[CH:14]1([C:17]2[N:18]([CH:23]([CH3:25])[CH3:24])[CH:19]=[C:20](I)[N:21]=2)[CH2:16][CH2:15]1, predict the reaction product. The product is: [CH:14]1([C:17]2[N:18]([CH:23]([CH3:25])[CH3:24])[CH:19]=[C:20]([C:9]#[C:8][C:6]3[CH:5]=[CH:4][N:3]=[C:2]([CH3:1])[CH:7]=3)[N:21]=2)[CH2:16][CH2:15]1. (6) Given the reactants Cl[C:2]1[CH:7]=[CH:6][N:5]=[CH:4][N:3]=1.[C:8]1(/[CH:14]=[CH:15]/B(O)O)[CH:13]=[CH:12][CH:11]=[CH:10][CH:9]=1.[O-]P([O-])([O-])=O.[K+].[K+].[K+].O, predict the reaction product. The product is: [CH:15](/[C:2]1[CH:7]=[CH:6][N:5]=[CH:4][N:3]=1)=[CH:14]\[C:8]1[CH:13]=[CH:12][CH:11]=[CH:10][CH:9]=1. (7) Given the reactants [F:1][C:2]1[CH:7]=[CH:6][C:5]([C:8]2[C:12]3[C:13](=[O:17])[NH:14][CH2:15][CH2:16][C:11]=3[NH:10][C:9]=2[CH:18]=O)=[CH:4][CH:3]=1.[F:20][C:21]1[CH:22]=[C:23]2[C:27](=[CH:28][C:29]=1[NH:30][C:31](=[O:34])[CH2:32][OH:33])[NH:26][C:25](=[O:35])[CH2:24]2, predict the reaction product. The product is: [F:20][C:21]1[CH:22]=[C:23]2[C:27](=[CH:28][C:29]=1[NH:30][C:31](=[O:34])[CH2:32][OH:33])[NH:26][C:25](=[O:35])[C:24]2=[CH:18][C:9]1[NH:10][C:11]2[CH2:16][CH2:15][NH:14][C:13](=[O:17])[C:12]=2[C:8]=1[C:5]1[CH:6]=[CH:7][C:2]([F:1])=[CH:3][CH:4]=1. (8) Given the reactants O.[NH2:2][NH2:3].[C:4]([C:7]1[CH:12]=[CH:11][C:10]([N:13]2[CH2:17][CH2:16][N:15]([C:18]3[CH:19]=[N:20][CH:21]=[CH:22][C:23]=3[CH3:24])[C:14]2=[O:25])=[CH:9][C:8]=1F)(=O)[CH3:5].CO, predict the reaction product. The product is: [CH3:5][C:4]1[C:7]2[C:8](=[CH:9][C:10]([N:13]3[CH2:17][CH2:16][N:15]([C:18]4[CH:19]=[N:20][CH:21]=[CH:22][C:23]=4[CH3:24])[C:14]3=[O:25])=[CH:11][CH:12]=2)[NH:3][N:2]=1. (9) The product is: [N:1]12[CH2:2][CH2:3][C:4]([C:9]3[O:10][C:11]4[C:12](=[C:14]([C:18]([OH:20])=[O:19])[CH:15]=[CH:16][CH:17]=4)[N:13]=3)([CH2:7][CH2:8]1)[CH2:5][CH2:6]2. Given the reactants [N:1]12[CH2:8][CH2:7][C:4]([C:9]3[O:10][C:11]4[C:12](=[C:14]([C:18]([O:20]C)=[O:19])[CH:15]=[CH:16][CH:17]=4)[N:13]=3)([CH2:5][CH2:6]1)[CH2:3][CH2:2]2.O.[OH-].[Li+], predict the reaction product.